Dataset: Reaction yield outcomes from USPTO patents with 853,638 reactions. Task: Predict the reaction yield, written as a fraction of the theoretical maximum amount of product (1.0 means a 100% yield; for example, 0.34 means a 34% yield). (1) The reactants are CC(C)[C@H:3]([NH:33][C:34](=[O:37])[O:35][CH3:36])[C:4](=[O:32])[N:5]1[CH2:9][CH2:8][CH2:7][C@H:6]1[C:10]1[NH:14][C:13]2[C:15]3[C:20]([CH:21]=[CH:22][C:12]=2[N:11]=1)=[CH:19][C:18](B1OC(C)(C)C(C)(C)O1)=[CH:17][CH:16]=3.Br[C:40]1[CH:41]=[C:42]2[C:47](=[CH:48][CH:49]=1)[CH:46]=[C:45]([C:50]1[NH:54][C:53]([C@@H:55]3[CH2:59][CH2:58][CH2:57][N:56]3[C:60]([O:62][C:63]([CH3:66])([CH3:65])[CH3:64])=[O:61])=[N:52][CH:51]=1)[CH:44]=[CH:43]2.[C:67]([O-])([O-])=O.[K+].[K+].CO[CH2:75][CH2:76]OC. The catalyst is C1C=CC([P]([Pd]([P](C2C=CC=CC=2)(C2C=CC=CC=2)C2C=CC=CC=2)([P](C2C=CC=CC=2)(C2C=CC=CC=2)C2C=CC=CC=2)[P](C2C=CC=CC=2)(C2C=CC=CC=2)C2C=CC=CC=2)(C2C=CC=CC=2)C2C=CC=CC=2)=CC=1. The product is [CH3:36][O:35][C:34]([NH:33][C@@H:3]([CH:75]([CH3:76])[CH3:67])[C:4]([N:5]1[CH2:9][CH2:8][CH2:7][C@H:6]1[C:10]1[NH:14][C:13]2[C:15]3[C:20]([CH:21]=[CH:22][C:12]=2[N:11]=1)=[CH:19][C:18]([C:40]1[CH:41]=[C:42]2[C:47](=[CH:48][CH:49]=1)[CH:46]=[C:45]([C:50]1[NH:54][C:53]([C@@H:55]4[CH2:59][CH2:58][CH2:57][N:56]4[C:60]([O:62][C:63]([CH3:66])([CH3:65])[CH3:64])=[O:61])=[N:52][CH:51]=1)[CH:44]=[CH:43]2)=[CH:17][CH:16]=3)=[O:32])=[O:37]. The yield is 0.520. (2) The reactants are [OH:1][C@H:2]([CH3:6])[C:3]([NH2:5])=O.F[B-](F)(F)F.C([O+](CC)CC)C.N[C:20]1[C:21]([NH:29][CH:30]2[CH2:35][CH2:34][CH2:33][CH:32]([CH2:36][CH2:37][C:38]#[N:39])[CH2:31]2)=[C:22]2[S:28][CH:27]=[CH:26][C:23]2=[N:24][CH:25]=1. The catalyst is O1CCCC1.C(O)C. The product is [OH:1][C@@H:2]([C:3]1[N:29]([CH:30]2[CH2:35][CH2:34][CH2:33][CH:32]([CH2:36][CH2:37][C:38]#[N:39])[CH2:31]2)[C:21]2=[C:22]3[S:28][CH:27]=[CH:26][C:23]3=[N:24][CH:25]=[C:20]2[N:5]=1)[CH3:6]. The yield is 0.390. (3) The yield is 0.0500. The product is [Cl:8][C:4]1[N:3]=[C:2]([C:12]#[C:11][CH2:10][CH2:9][N:13]2[N:14]=[C:15]3[CH:21]=[CH:20][CH:19]=[CH:18][C:16]3=[N:17]2)[CH:7]=[CH:6][CH:5]=1. No catalyst specified. The reactants are Cl[C:2]1[CH:7]=[CH:6][CH:5]=[C:4]([Cl:8])[N:3]=1.[CH2:9]([N:13]1[N:17]=[C:16]2[CH:18]=[CH:19][CH:20]=[CH:21][C:15]2=[N:14]1)[CH2:10][C:11]#[CH:12]. (4) The reactants are [NH2:1][C:2]1[CH:7]=[CH:6][CH:5]=[CH:4][C:3]=1[NH:8][C:9](=[O:28])[C:10]1[CH:15]=[CH:14][C:13]([CH2:16][N:17]2[CH2:25][C:24]3[C:19](=[CH:20][CH:21]=[CH:22][C:23]=3Br)[C:18]2=[O:27])=[CH:12][CH:11]=1.NC1C=CC=CC=1NC(=O)C1C=CC(CN2CC3C(=CC(OC)=C(OC)C=3Br)C2=O)=CC=1.B(O)(O)[C:62]1[CH:67]=[N:66][CH:65]=[N:64][CH:63]=1. No catalyst specified. The product is [NH2:1][C:2]1[CH:7]=[CH:6][CH:5]=[CH:4][C:3]=1[NH:8][C:9](=[O:28])[C:10]1[CH:15]=[CH:14][C:13]([CH2:16][N:17]2[CH2:25][C:24]3[C:19](=[CH:20][CH:21]=[CH:22][C:23]=3[C:62]3[CH:63]=[N:64][CH:65]=[N:66][CH:67]=3)[C:18]2=[O:27])=[CH:12][CH:11]=1. The yield is 0.680.